Dataset: Peptide-MHC class II binding affinity with 134,281 pairs from IEDB. Task: Regression. Given a peptide amino acid sequence and an MHC pseudo amino acid sequence, predict their binding affinity value. This is MHC class II binding data. (1) The peptide sequence is AFKVAATAANAAPANY. The MHC is DRB1_0901 with pseudo-sequence DRB1_0901. The binding affinity (normalized) is 0.904. (2) The peptide sequence is SIYGAKFADENFIKK. The MHC is HLA-DQA10101-DQB10501 with pseudo-sequence HLA-DQA10101-DQB10501. The binding affinity (normalized) is 0.135. (3) The peptide sequence is EKKYFAATQFKPLAA. The MHC is DRB1_1001 with pseudo-sequence DRB1_1001. The binding affinity (normalized) is 0.806. (4) The peptide sequence is EKKYFAATQFEPLAE. The MHC is HLA-DPA10103-DPB10601 with pseudo-sequence HLA-DPA10103-DPB10601. The binding affinity (normalized) is 0.806. (5) The peptide sequence is EKFYFAATQFEPLAA. The MHC is HLA-DQA10101-DQB10501 with pseudo-sequence HLA-DQA10101-DQB10501. The binding affinity (normalized) is 0.536. (6) The peptide sequence is FMRMAWGGSYIALDS. The MHC is DRB1_1501 with pseudo-sequence DRB1_1501. The binding affinity (normalized) is 0.0697. (7) The peptide sequence is INEPTAAAIAYGLDA. The MHC is HLA-DQA10102-DQB10602 with pseudo-sequence HLA-DQA10102-DQB10602. The binding affinity (normalized) is 0.871.